Dataset: Forward reaction prediction with 1.9M reactions from USPTO patents (1976-2016). Task: Predict the product of the given reaction. (1) Given the reactants [NH2:1][C:2]1[C:7]([C:8]([O:10][CH2:11][CH3:12])=[O:9])=[C:6]([CH3:13])[N:5]=[C:4]2[S:14][C:15](Br)=[C:16]([CH3:17])[C:3]=12.C(=O)([O-])[O-].[Na+].[Na+].[N:25]1[CH:30]=[CH:29][CH:28]=[C:27](B(O)O)[CH:26]=1.COCCOC, predict the reaction product. The product is: [NH2:1][C:2]1[C:7]([C:8]([O:10][CH2:11][CH3:12])=[O:9])=[C:6]([CH3:13])[N:5]=[C:4]2[S:14][C:15]([C:27]3[CH:26]=[N:25][CH:30]=[CH:29][CH:28]=3)=[C:16]([CH3:17])[C:3]=12. (2) The product is: [CH3:22][O:21][C:18]1[CH:19]=[CH:20][C:15]([C:13](=[O:14])[CH2:12][N:5]2[CH:6]=[CH:2][CH:3]=[C:4]2[C:7]([O:9][CH3:10])=[O:8])=[CH:16][CH:17]=1. Given the reactants Br[C:2]1[CH:3]=[C:4]([C:7]([O:9][CH3:10])=[O:8])[NH:5][CH:6]=1.Br[CH2:12][C:13]([C:15]1[CH:20]=[CH:19][C:18]([O:21][CH3:22])=[CH:17][CH:16]=1)=[O:14].CC(C)([O-])C.[K+], predict the reaction product. (3) The product is: [CH2:1]([C:18]1[CH:19]=[CH:20][C:21]([NH2:24])=[N:22][CH:23]=1)[C:2]1[CH:3]=[CH:4][CH:5]=[CH:6][CH:7]=1. Given the reactants [CH2:1](B1C2CCCC1CCC2)[C:2]1[CH:7]=[CH:6][CH:5]=[CH:4][CH:3]=1.I[C:18]1[CH:19]=[CH:20][C:21]([NH2:24])=[N:22][CH:23]=1.P([O-])([O-])([O-])=O.[K+].[K+].[K+].CC(C1C=C(C(C)C)C(C2C=CC=CC=2P(C2CCCCC2)C2CCCCC2)=C(C(C)C)C=1)C, predict the reaction product. (4) Given the reactants [Cl:1][C:2]1[CH:7]=[CH:6][C:5]([NH:8][C:9]2[O:13][C:12]([C:14]3[CH:15]=[CH:16][CH:17]=[C:18](O)[CH:19]=3)=[N:11][N:10]=2)=[CH:4][C:3]=1[C:21]([F:24])([F:23])[F:22].C[Si]([N-][Si](C)(C)C)(C)C.[K+].[C:35]([O-:38])([O-])=[O:36].[K+].[K+].Br[N:42]1[CH:47]=C[CH:45]=[N:44][CH2:43]1, predict the reaction product. The product is: [F:22][C:21]([F:24])([F:23])[C:35]([OH:38])=[O:36].[Cl:1][C:2]1[CH:7]=[CH:6][C:5]([NH:8][C:9]2[O:13][C:12]([C:14]3[CH:15]=[CH:16][C:17]([O:38][C:35]4[CH:47]=[N:42][CH:43]=[N:44][CH:45]=4)=[CH:18][CH:19]=3)=[N:11][N:10]=2)=[CH:4][C:3]=1[C:21]([F:24])([F:23])[F:22]. (5) Given the reactants I[C:2]1[CH:29]=[CH:28][C:5]2[N:6]([CH2:9][C:10]3[CH:27]=[CH:26][C:13]4[N:14]=[C:15]([NH:17][C@@H:18]5[CH2:23][CH2:22][CH2:21][C@@H:20]([OH:24])[C@H:19]5[OH:25])[S:16][C:12]=4[CH:11]=3)[CH:7]=[N:8][C:4]=2[CH:3]=1.[NH:30]1[CH2:35][CH2:34][O:33][CH2:32][CH2:31]1.N1CCC[C@H]1C(O)=O.C([O-])([O-])=O.[K+].[K+], predict the reaction product. The product is: [O:33]1[CH2:34][CH2:35][N:30]([C:2]2[CH:29]=[CH:28][C:5]3[N:6]([CH2:9][C:10]4[CH:27]=[CH:26][C:13]5[N:14]=[C:15]([NH:17][C@@H:18]6[CH2:23][CH2:22][CH2:21][C@@H:20]([OH:24])[C@H:19]6[OH:25])[S:16][C:12]=5[CH:11]=4)[CH:7]=[N:8][C:4]=3[CH:3]=2)[CH2:31][CH2:32]1. (6) Given the reactants [CH3:1][O:2][CH:3]1[CH2:6][N:5]([C:7]2[N:12]=[CH:11][C:10]([C:13]([O:15]C)=[O:14])=[CH:9][N:8]=2)[CH2:4]1.[Li+].[OH-].Cl, predict the reaction product. The product is: [CH3:1][O:2][CH:3]1[CH2:4][N:5]([C:7]2[N:8]=[CH:9][C:10]([C:13]([OH:15])=[O:14])=[CH:11][N:12]=2)[CH2:6]1. (7) Given the reactants C(Cl)CCl.N1([C:10]2[N:11]=[CH:12][C:13]3[CH:18]([C:19](O)=O)[CH2:17][CH2:16][C:14]=3N=2)C=NN=N1.FC1C(C#N)=C(C)C([C@@H]2OC[C@H]3CNCCN3C2)=CC=1, predict the reaction product. The product is: [NH:11]1[C:10]2[C:14](=[CH:16][CH:17]=[CH:18][CH:19]=2)[CH2:13][CH2:12]1. (8) Given the reactants [F:1][CH:2]1[CH2:7][CH2:6][N:5]([CH2:8][CH2:9][O:10][C:11]2[CH:16]=[CH:15][C:14]([NH2:17])=[CH:13][C:12]=2[C:18]2[N:19]([CH3:23])[N:20]=[CH:21][CH:22]=2)[CH2:4][CH2:3]1.[F:24][C:25]1C=CC(C(Cl)=O)=[CH:27][C:26]=1[Cl:34].C(N(CC)CC)C.[CH2:42]1[CH2:46][O:45][CH2:44][CH2:43]1, predict the reaction product. The product is: [Cl:34][C:26]1[C:25]([F:24])=[C:42]([CH:43]=[CH:44][CH:27]=1)[C:46]([NH:17][C:14]1[CH:15]=[CH:16][C:11]([O:10][CH2:9][CH2:8][N:5]2[CH2:6][CH2:7][CH:2]([F:1])[CH2:3][CH2:4]2)=[C:12]([C:18]2[N:19]([CH3:23])[N:20]=[CH:21][CH:22]=2)[CH:13]=1)=[O:45]. (9) Given the reactants [CH:1]([C:3]1[N:8]=[C:7]([C:9]([O:11][CH2:12][CH3:13])=[O:10])[CH:6]=[CH:5][CH:4]=1)=[CH2:2], predict the reaction product. The product is: [CH2:1]([C:3]1[N:8]=[C:7]([C:9]([O:11][CH2:12][CH3:13])=[O:10])[CH:6]=[CH:5][CH:4]=1)[CH3:2].